This data is from Full USPTO retrosynthesis dataset with 1.9M reactions from patents (1976-2016). The task is: Predict the reactants needed to synthesize the given product. (1) Given the product [N+:20]([C:23]1[O:27][C:26](/[CH:28]=[N:1]/[C:2]2[CH:3]=[CH:4][C:5]([N:8]3[CH2:9][CH2:10][CH:11]([C:14]4[O:18][C:17](=[O:19])[NH:16][N:15]=4)[CH2:12][CH2:13]3)=[CH:6][CH:7]=2)=[CH:25][CH:24]=1)([O-:22])=[O:21], predict the reactants needed to synthesize it. The reactants are: [NH2:1][C:2]1[CH:7]=[CH:6][C:5]([N:8]2[CH2:13][CH2:12][CH:11]([C:14]3[O:18][C:17](=[O:19])[NH:16][N:15]=3)[CH2:10][CH2:9]2)=[CH:4][CH:3]=1.[N+:20]([C:23]1[O:27][C:26]([CH:28]=O)=[CH:25][CH:24]=1)([O-:22])=[O:21]. (2) Given the product [Si:14]([O:1][C@H:2]1[CH2:7][CH2:6][CH2:5][C@@H:4]([C:8]([O:10][CH:11]([CH3:13])[CH3:12])=[O:9])[CH2:3]1)([C:27]([CH3:30])([CH3:29])[CH3:28])([C:21]1[CH:22]=[CH:23][CH:24]=[CH:25][CH:26]=1)[C:15]1[CH:20]=[CH:19][CH:18]=[CH:17][CH:16]=1, predict the reactants needed to synthesize it. The reactants are: [OH:1][C@H:2]1[CH2:7][CH2:6][CH2:5][C@@H:4]([C:8]([O:10][CH:11]([CH3:13])[CH3:12])=[O:9])[CH2:3]1.[Si:14](Cl)([C:27]([CH3:30])([CH3:29])[CH3:28])([C:21]1[CH:26]=[CH:25][CH:24]=[CH:23][CH:22]=1)[C:15]1[CH:20]=[CH:19][CH:18]=[CH:17][CH:16]=1.N1C=CN=C1.CN(C1C=CC=CN=1)C.